From a dataset of Forward reaction prediction with 1.9M reactions from USPTO patents (1976-2016). Predict the product of the given reaction. Given the reactants [C:1]([O:5][C:6]([NH:8][C@H:9]1[CH2:14][CH2:13][CH2:12][CH2:11][C@H:10]1[NH:15][C:16]1[N:21]=[C:20](Cl)[C:19]2[C:23](=[O:33])[N:24]([C:26]([O:28][C:29]([CH3:32])([CH3:31])[CH3:30])=[O:27])[CH2:25][C:18]=2[C:17]=1[F:34])=[O:7])([CH3:4])([CH3:3])[CH3:2].[CH3:35][N:36]1[CH:40]=[C:39](B2OC(C)(C)C(C)(C)O2)[CH:38]=[N:37]1.C(=O)([O-])[O-].[K+].[K+].CC(N(C)C)=O, predict the reaction product. The product is: [C:1]([O:5][C:6]([NH:8][C@H:9]1[CH2:14][CH2:13][CH2:12][CH2:11][C@H:10]1[NH:15][C:16]1[N:21]=[C:20]([C:39]2[CH:38]=[N:37][N:36]([CH3:35])[CH:40]=2)[C:19]2[C:23](=[O:33])[N:24]([C:26]([O:28][C:29]([CH3:32])([CH3:31])[CH3:30])=[O:27])[CH2:25][C:18]=2[C:17]=1[F:34])=[O:7])([CH3:4])([CH3:3])[CH3:2].